Dataset: Peptide-MHC class II binding affinity with 134,281 pairs from IEDB. Task: Regression. Given a peptide amino acid sequence and an MHC pseudo amino acid sequence, predict their binding affinity value. This is MHC class II binding data. (1) The peptide sequence is MSYNLLGFLQRSSNF. The MHC is DRB1_0802 with pseudo-sequence DRB1_0802. The binding affinity (normalized) is 0.248. (2) The peptide sequence is AFKVAPTAANAAPAN. The MHC is HLA-DPA10201-DPB11401 with pseudo-sequence HLA-DPA10201-DPB11401. The binding affinity (normalized) is 0.852. (3) The peptide sequence is PPPPQLGASPYKLGP. The MHC is DRB1_0802 with pseudo-sequence DRB1_0802. The binding affinity (normalized) is 0.178. (4) The peptide sequence is QPPSLPITVYYAVLERACRSVLLNAPSEAPQIVR. The MHC is DRB3_0101 with pseudo-sequence DRB3_0101. The binding affinity (normalized) is 0.213. (5) The peptide sequence is AIVYYSMYGHIKKMA. The MHC is HLA-DQA10201-DQB10202 with pseudo-sequence HLA-DQA10201-DQB10202. The binding affinity (normalized) is 0.192. (6) The peptide sequence is LNKNKYLTVIDKDAFG. The MHC is DRB1_0301 with pseudo-sequence DRB1_0301. The binding affinity (normalized) is 0.0206. (7) The peptide sequence is GLAVLRKVKRVVASL. The MHC is DRB1_0301 with pseudo-sequence DRB1_0301. The binding affinity (normalized) is 0.756. (8) The peptide sequence is IRQAGVQYSR. The MHC is HLA-DQA10501-DQB10301 with pseudo-sequence HLA-DQA10501-DQB10301. The binding affinity (normalized) is 0.886. (9) The peptide sequence is EKGYFAATQFEPLAA. The MHC is HLA-DPA10301-DPB10402 with pseudo-sequence HLA-DPA10301-DPB10402. The binding affinity (normalized) is 0.851. (10) The peptide sequence is VQNTVEDLKLNTLGR. The MHC is HLA-DQA10501-DQB10201 with pseudo-sequence HLA-DQA10501-DQB10201. The binding affinity (normalized) is 0.125.